This data is from Full USPTO retrosynthesis dataset with 1.9M reactions from patents (1976-2016). The task is: Predict the reactants needed to synthesize the given product. (1) Given the product [Cl:18][C:14]1[CH:13]=[C:12]([NH:11][CH:8]2[C:9]3[C:5](=[CH:4][CH:3]=[C:2]([N:55]([CH2:54][C:51]4[CH:52]=[CH:53][C:48]([N:47]([CH3:46])[CH3:57])=[CH:49][CH:50]=4)[CH3:56])[CH:10]=3)[CH2:6][CH2:7]2)[CH:17]=[CH:16][CH:15]=1, predict the reactants needed to synthesize it. The reactants are: Br[C:2]1[CH:10]=[C:9]2[C:5]([CH2:6][CH2:7][CH:8]2[NH:11][C:12]2[CH:17]=[CH:16][CH:15]=[C:14]([Cl:18])[CH:13]=2)=[CH:4][CH:3]=1.C(P(C(C)(C)C)C1C=CC=CC=1C1C=CC=CC=1)(C)(C)C.CC(C)([O-])C.[Na+].[CH3:46][N:47]([CH3:57])[C:48]1[CH:53]=[CH:52][C:51]([CH2:54][NH:55][CH3:56])=[CH:50][CH:49]=1. (2) The reactants are: [C:1]1([N:7]([C:17]2[CH:22]=[CH:21][CH:20]=[CH:19][CH:18]=2)[C:8]2[CH:13]=[CH:12][C:11](B(O)O)=[CH:10][CH:9]=2)[CH:6]=[CH:5][CH:4]=[CH:3][CH:2]=1.[Br:23][C:24]1[CH:25]=[CH:26][C:27](I)=[N:28][CH:29]=1.C([O-])([O-])=O.[Na+].[Na+].O. Given the product [Br:23][C:24]1[CH:25]=[CH:26][C:27]([C:11]2[CH:12]=[CH:13][C:8]([N:7]([C:1]3[CH:6]=[CH:5][CH:4]=[CH:3][CH:2]=3)[C:17]3[CH:22]=[CH:21][CH:20]=[CH:19][CH:18]=3)=[CH:9][CH:10]=2)=[N:28][CH:29]=1, predict the reactants needed to synthesize it. (3) Given the product [C:1]([N:9]1[CH2:21][CH2:20][C:19]2[C:18]3[C:13](=[CH:14][CH:15]=[CH:16][CH:17]=3)[N:12]([CH3:24])[C:11]=2[CH2:10]1)(=[O:8])[C:2]1[CH:7]=[CH:6][CH:5]=[CH:4][CH:3]=1, predict the reactants needed to synthesize it. The reactants are: [C:1]([N:9]1[CH2:21][CH2:20][C:19]2[C:18]3[C:13](=[CH:14][CH:15]=[CH:16][CH:17]=3)[NH:12][C:11]=2[CH2:10]1)(=[O:8])[C:2]1[CH:7]=[CH:6][CH:5]=[CH:4][CH:3]=1.[H-].[Na+].[CH3:24]I.O. (4) Given the product [N:1]1[CH:6]=[CH:5][CH:4]=[CH:3][C:2]=1[C:7]1[CH:12]=[CH:11][N:10]=[CH:9][C:8]=1[NH2:13], predict the reactants needed to synthesize it. The reactants are: [N:1]1[CH:6]=[CH:5][CH:4]=[CH:3][C:2]=1[C:7]1[CH:12]=[CH:11][N:10]=[CH:9][C:8]=1[NH:13]C(=O)OC(C)(C)C.Cl.O1CCOCC1. (5) Given the product [CH3:8][C:4]1[CH:5]=[CH:6][CH:7]=[C:2]([CH3:1])[C:3]=1[CH2:9][N:10]1[C:14]([C:15]([O:17][CH3:18])=[O:16])=[CH:13][C:12]([O:19][S:26]([C:29]([F:32])([F:31])[F:30])(=[O:28])=[O:27])=[N:11]1, predict the reactants needed to synthesize it. The reactants are: [CH3:1][C:2]1[CH:7]=[CH:6][CH:5]=[C:4]([CH3:8])[C:3]=1[CH2:9][N:10]1[C:14]([C:15]([O:17][CH3:18])=[O:16])=[CH:13][C:12]([OH:19])=[N:11]1.N1C=CC=CC=1.[S:26](O[S:26]([C:29]([F:32])([F:31])[F:30])(=[O:28])=[O:27])([C:29]([F:32])([F:31])[F:30])(=[O:28])=[O:27]. (6) Given the product [CH3:17][C:13]1[C:14](=[O:16])[O:15][C:10]([CH2:9][OH:8])=[C:11]([CH3:22])[C:12]=1[O:18][CH2:19][O:20][CH3:21], predict the reactants needed to synthesize it. The reactants are: C([O:8][CH2:9][C:10]1[O:15][C:14](=[O:16])[C:13]([CH3:17])=[C:12]([O:18][CH2:19][O:20][CH3:21])[C:11]=1[CH3:22])C1C=CC=CC=1. (7) Given the product [N:1]1([C:6]2[CH:26]=[CH:25][C:9]([CH2:10][C:11]3[C:12]([O:23][CH3:24])=[N:13][C:14]4[C:19]([C:20]=3[Cl:21])=[CH:18][C:17]([C:38]([OH:39])([C:37]3[N:33]([CH3:32])[CH:34]=[N:35][CH:36]=3)[CH:40]3[CH2:45][CH2:44][N:43]([C:46](=[O:48])[CH3:28])[CH2:42][CH2:41]3)=[CH:16][CH:15]=4)=[CH:8][CH:7]=2)[CH:5]=[CH:4][CH:3]=[N:2]1, predict the reactants needed to synthesize it. The reactants are: [N:1]1([C:6]2[CH:26]=[CH:25][C:9]([CH2:10][C:11]3[C:12]([O:23][CH3:24])=[N:13][C:14]4[C:19]([C:20]=3[Cl:21])=[CH:18][C:17](Br)=[CH:16][CH:15]=4)=[CH:8][CH:7]=2)[CH:5]=[CH:4][CH:3]=[N:2]1.[Li][CH2:28]CCC.[CH3:32][N:33]1[C:37]([C:38]([CH:40]2[CH2:45][CH2:44][N:43]([C:46]([O:48]C(C)(C)C)=O)[CH2:42][CH2:41]2)=[O:39])=[CH:36][N:35]=[CH:34]1. (8) Given the product [NH2:18][C:13]1[CH:12]=[C:11]([CH:16]=[CH:15][C:14]=1[I:17])[C:10]([NH:9][CH:3]1[CH:4]2[CH2:7][CH2:8][N:1]([CH2:6][CH2:5]2)[CH2:2]1)=[O:21], predict the reactants needed to synthesize it. The reactants are: [N:1]12[CH2:8][CH2:7][CH:4]([CH2:5][CH2:6]1)[CH:3]([NH:9][C:10](=[O:21])[C:11]1[CH:16]=[CH:15][C:14]([I:17])=[C:13]([N+:18]([O-])=O)[CH:12]=1)[CH2:2]2.O.O.[Sn](Cl)Cl.